This data is from Forward reaction prediction with 1.9M reactions from USPTO patents (1976-2016). The task is: Predict the product of the given reaction. (1) Given the reactants Br[C:2]1[CH:3]=[C:4]2[C:9](=[CH:10][CH:11]=1)[N:8]=[CH:7][C:6]([C:12]([CH:14]1[CH2:16][CH2:15]1)=[O:13])=[C:5]2[NH:17][C:18]1[CH:19]=[N:20][C:21]([NH:24][CH2:25][CH2:26][N:27]([CH3:29])[CH3:28])=[CH:22][CH:23]=1.[Cl:30][C:31]1[CH:36]=[C:35](B2OC(C)(C)C(C)(C)O2)[CH:34]=[C:33]([F:46])[C:32]=1[OH:47].C([O-])([O-])=O.[Cs+].[Cs+].[ClH:54], predict the reaction product. The product is: [ClH:30].[ClH:54].[ClH:30].[Cl:30][C:31]1[CH:36]=[C:35]([C:2]2[CH:3]=[C:4]3[C:9](=[CH:10][CH:11]=2)[N:8]=[CH:7][C:6]([C:12]([CH:14]2[CH2:16][CH2:15]2)=[O:13])=[C:5]3[NH:17][C:18]2[CH:19]=[N:20][C:21]([NH:24][CH2:25][CH2:26][N:27]([CH3:28])[CH3:29])=[CH:22][CH:23]=2)[CH:34]=[C:33]([F:46])[C:32]=1[OH:47]. (2) Given the reactants [F:1][C@@H:2]1[C@@H:6]([CH2:7][OH:8])[O:5][C@@H:4]([N:9]2[C:19]3[N:18]=[C:16]([NH2:17])[NH:15][C:13](=[O:14])[C:12]=3[N:11]=[CH:10]2)[CH2:3]1.[C:20]([NH:30][C@H:31]([C:35](O)=[O:36])[CH:32]([CH3:34])[CH3:33])([O:22][CH2:23][C:24]1[CH:29]=[CH:28][CH:27]=[CH:26][CH:25]=1)=[O:21].ON1C2C=CC=CC=2N=N1.C1CCC(N=C=NC2CCCCC2)CC1, predict the reaction product. The product is: [C:20]([NH:30][C@H:31]([C:35]([CH:7]([OH:8])[C@H:6]1[O:5][C@@H:4]([N:9]2[C:19]3[N:18]=[C:16]([NH2:17])[NH:15][C:13](=[O:14])[C:12]=3[N:11]=[CH:10]2)[CH2:3][C@@H:2]1[F:1])=[O:36])[CH:32]([CH3:34])[CH3:33])([O:22][CH2:23][C:24]1[CH:29]=[CH:28][CH:27]=[CH:26][CH:25]=1)=[O:21]. (3) Given the reactants C(=O)([O-])[O-].[Cs+].[Cs+].[S:7]1[CH:11]=[CH:10][CH:9]=[C:8]1[C:12]1[N:17]=[C:16]2[S:18][C:19]([C:27](=[O:39])[NH:28][C:29]3[CH:34]=[CH:33][CH:32]=[C:31]([C:35]([F:38])([F:37])[F:36])[CH:30]=3)=[C:20]([NH:21][C:22](=[O:26])OCCl)[C:15]2=[CH:14][CH:13]=1, predict the reaction product. The product is: [S:7]1[CH:11]=[CH:10][CH:9]=[C:8]1[C:12]1[CH:13]=[CH:14][C:15]2[C:20]3[NH:21][C:22](=[O:26])[N:28]([C:29]4[CH:34]=[CH:33][CH:32]=[C:31]([C:35]([F:38])([F:37])[F:36])[CH:30]=4)[C:27](=[O:39])[C:19]=3[S:18][C:16]=2[N:17]=1. (4) Given the reactants [C:1]([C:4]1[C:5]([NH:11][C:12]2[CH:20]=[CH:19][C:15]([C:16]([OH:18])=O)=[CH:14][CH:13]=2)=[N:6][C:7]([Cl:10])=[CH:8][CH:9]=1)(=[O:3])[NH2:2].[CH3:21][N:22]1[CH2:27][CH2:26][NH:25][CH2:24][CH2:23]1.C1C=CC2N(O)N=NC=2C=1.C(Cl)CCl, predict the reaction product. The product is: [Cl:10][C:7]1[CH:8]=[CH:9][C:4]([C:1]([NH2:2])=[O:3])=[C:5]([NH:11][C:12]2[CH:13]=[CH:14][C:15]([C:16]([N:25]3[CH2:26][CH2:27][N:22]([CH3:21])[CH2:23][CH2:24]3)=[O:18])=[CH:19][CH:20]=2)[N:6]=1.